Dataset: Catalyst prediction with 721,799 reactions and 888 catalyst types from USPTO. Task: Predict which catalyst facilitates the given reaction. (1) The catalyst class is: 4. Reactant: C1([C@H]2[C@H](C3C4C(=CC=CC=4)NC=3)C(=O)NC2=O)C2=C3C(=CC=C2)CCCN3C=1.[CH2:29]([N:32]1[C:40]2[C:35](=[CH:36][CH:37]=[CH:38][C:39]=2[Br:41])[CH:34]=[CH:33]1)[CH:30]=[CH2:31].[C:42](Cl)([C:44](Cl)=[O:45])=[O:43].[CH3:48][O-:49].[Na+]. Product: [CH3:48][O:49][C:44](=[O:45])[C:42]([C:34]1[C:35]2[C:40](=[C:39]([Br:41])[CH:38]=[CH:37][CH:36]=2)[N:32]([CH2:29][CH:30]=[CH2:31])[CH:33]=1)=[O:43]. (2) Reactant: [CH:1]1([CH2:7][CH:8]([C:13]([N:15]2[CH:19]([CH:20]([CH3:22])[CH3:21])[CH2:18][O:17][C:16]2=[O:23])=[O:14])[CH2:9][C:10]([OH:12])=O)[CH2:6][CH2:5][CH2:4][CH2:3][CH2:2]1.CN(C(ON1N=NC2C=CC=CC1=2)=[N+](C)C)C.F[P-](F)(F)(F)(F)F.[NH:48]1[CH2:53][CH2:52][O:51][CH2:50][CH2:49]1.CN1CCOCC1. Product: [CH:1]1([CH2:7][CH:8]([CH2:9][C:10]([N:48]2[CH2:53][CH2:52][O:51][CH2:50][CH2:49]2)=[O:12])[C:13]([N:15]2[CH:19]([CH:20]([CH3:22])[CH3:21])[CH2:18][O:17][C:16]2=[O:23])=[O:14])[CH2:2][CH2:3][CH2:4][CH2:5][CH2:6]1. The catalyst class is: 3. (3) Reactant: [C:1]1([C:7]2[N:8]=[CH:9][C:10]([O:19][CH2:20][CH2:21][CH2:22][CH2:23][O:24]C3CCCCO3)=[N:11][C:12]=2[C:13]2[CH:18]=[CH:17][CH:16]=[CH:15][CH:14]=2)[CH:6]=[CH:5][CH:4]=[CH:3][CH:2]=1.C1C=CC(N=NC2C=CC(N)=NC=2N)=CC=1.Cl.CC1C=CC(S(O)(=O)=O)=CC=1. Product: [C:1]1([C:7]2[N:8]=[CH:9][C:10]([O:19][CH2:20][CH2:21][CH2:22][CH2:23][OH:24])=[N:11][C:12]=2[C:13]2[CH:14]=[CH:15][CH:16]=[CH:17][CH:18]=2)[CH:2]=[CH:3][CH:4]=[CH:5][CH:6]=1. The catalyst class is: 5. (4) Reactant: [N:1]1[CH:6]=[CH:5][CH:4]=[C:3]([O:7][C:8]2[CH:17]=[CH:16][C:11]([C:12](OC)=[O:13])=[CH:10][CH:9]=2)[CH:2]=1.[NH2:18][NH2:19]. Product: [N:1]1[CH:6]=[CH:5][CH:4]=[C:3]([O:7][C:8]2[CH:17]=[CH:16][C:11]([C:12]([NH:18][NH2:19])=[O:13])=[CH:10][CH:9]=2)[CH:2]=1. The catalyst class is: 14. (5) Reactant: [Cl:1][C:2]1[C:7]2[O:8][C:9]3[CH2:14][CH2:13][N:12]([CH2:15][C:16]4[CH:21]=[CH:20][C:19]([O:22][CH3:23])=[CH:18][CH:17]=4)[CH:11]([C:24](OCC)=[O:25])[C:10]=3[C:6]=2[CH:5]=[C:4]([S:29]([C:32]2[CH:37]=[CH:36][CH:35]=[CH:34][CH:33]=2)(=[O:31])=[O:30])[CH:3]=1.[BH4-].[Li+].O. Product: [Cl:1][C:2]1[C:7]2[O:8][C:9]3[CH2:14][CH2:13][N:12]([CH2:15][C:16]4[CH:17]=[CH:18][C:19]([O:22][CH3:23])=[CH:20][CH:21]=4)[CH:11]([CH2:24][OH:25])[C:10]=3[C:6]=2[CH:5]=[C:4]([S:29]([C:32]2[CH:33]=[CH:34][CH:35]=[CH:36][CH:37]=2)(=[O:31])=[O:30])[CH:3]=1. The catalyst class is: 8. (6) Reactant: Cl[C:2]1[NH:3][CH:4]=[C:5]([N+:7]([O-:9])=[O:8])[N:6]=1.[CH3:10][C:11]1([CH2:14][N:15]2[N:19]=[C:18]([C:20]3[CH:25]=[CH:24][CH:23]=[CH:22][CH:21]=3)[O:17][C:16]2=[O:26])[CH2:13][O:12]1.C(=O)([O-])O.[Na+].[H-].[Na+]. Product: [CH3:13][C:11]1([CH2:14][N:15]2[N:19]=[C:18]([C:20]3[CH:21]=[CH:22][CH:23]=[CH:24][CH:25]=3)[O:17][C:16]2=[O:26])[O:12][C:2]2=[N:6][C:5]([N+:7]([O-:9])=[O:8])=[CH:4][N:3]2[CH2:10]1. The catalyst class is: 97. (7) Reactant: [Br:1][C:2]1[CH:11]=[CH:10][CH:9]=[C:8]2[C:3]=1[CH2:4][CH2:5][N:6]([CH2:12][C:13](=O)[CH3:14])[CH2:7]2.C(N(S(F)(F)[F:22])CC)C.[F-:25].[Cs+].C([O-])(O)=O.[Na+]. Product: [Br:1][C:2]1[CH:11]=[CH:10][CH:9]=[C:8]2[C:3]=1[CH2:4][CH2:5][N:6]([CH2:12][C:13]([F:22])([F:25])[CH3:14])[CH2:7]2. The catalyst class is: 157. (8) The catalyst class is: 140. Reactant: Br[C:2]1[CH:3]=[CH:4][C:5]2[N:9]=[C:8]([CH3:10])[N:7]([CH:11]3[CH2:14][N:13]([C:15]([O:17][C:18]([CH3:21])([CH3:20])[CH3:19])=[O:16])[CH2:12]3)[C:6]=2[CH:22]=1.[B:23]1([B:23]2[O:27][C:26]([CH3:29])([CH3:28])[C:25]([CH3:31])([CH3:30])[O:24]2)[O:27][C:26]([CH3:29])([CH3:28])[C:25]([CH3:31])([CH3:30])[O:24]1.C(Cl)Cl.CC([O-])=O.[K+]. Product: [CH3:10][C:8]1[N:7]([CH:11]2[CH2:14][N:13]([C:15]([O:17][C:18]([CH3:21])([CH3:20])[CH3:19])=[O:16])[CH2:12]2)[C:6]2[CH:22]=[C:2]([B:23]3[O:27][C:26]([CH3:29])([CH3:28])[C:25]([CH3:31])([CH3:30])[O:24]3)[CH:3]=[CH:4][C:5]=2[N:9]=1.